Dataset: Forward reaction prediction with 1.9M reactions from USPTO patents (1976-2016). Task: Predict the product of the given reaction. (1) Given the reactants Cl[C:2]1[N:3]=[C:4]([Cl:11])[C:5]2[CH2:10][CH2:9][CH2:8][C:6]=2[N:7]=1.[CH3:12][S-:13].[Na+], predict the reaction product. The product is: [Cl:11][C:4]1[C:5]2[CH2:10][CH2:9][CH2:8][C:6]=2[N:7]=[C:2]([S:13][CH3:12])[N:3]=1. (2) Given the reactants [CH3:1][N:2]1[CH:6]=[CH:5][CH:4]=[C:3]1[C:7]([OH:9])=O.CN(C(ON1N=NC2C=CC=NC1=2)=[N+](C)C)C.F[P-](F)(F)(F)(F)F.CCN(C(C)C)C(C)C.[NH2:43][C:44]1[CH:49]=[CH:48][C:47]([C:50]2[CH:51]([CH3:60])[CH:52]([CH2:57][CH2:58][CH3:59])[C:53](=[O:56])[NH:54][N:55]=2)=[CH:46][C:45]=1[OH:61], predict the reaction product. The product is: [OH:61][C:45]1[CH:46]=[C:47]([C:50]2[CH:51]([CH3:60])[CH:52]([CH2:57][CH2:58][CH3:59])[C:53](=[O:56])[NH:54][N:55]=2)[CH:48]=[CH:49][C:44]=1[NH:43][C:7]([C:3]1[N:2]([CH3:1])[CH:6]=[CH:5][CH:4]=1)=[O:9].